From a dataset of NCI-60 drug combinations with 297,098 pairs across 59 cell lines. Regression. Given two drug SMILES strings and cell line genomic features, predict the synergy score measuring deviation from expected non-interaction effect. (1) Drug 1: CNC(=O)C1=CC=CC=C1SC2=CC3=C(C=C2)C(=NN3)C=CC4=CC=CC=N4. Drug 2: CCC1(CC2CC(C3=C(CCN(C2)C1)C4=CC=CC=C4N3)(C5=C(C=C6C(=C5)C78CCN9C7C(C=CC9)(C(C(C8N6C=O)(C(=O)OC)O)OC(=O)C)CC)OC)C(=O)OC)O.OS(=O)(=O)O. Cell line: HT29. Synergy scores: CSS=53.2, Synergy_ZIP=3.54, Synergy_Bliss=2.43, Synergy_Loewe=-10.0, Synergy_HSA=0.325. (2) Synergy scores: CSS=37.5, Synergy_ZIP=-1.52, Synergy_Bliss=0.0827, Synergy_Loewe=-5.51, Synergy_HSA=0.684. Drug 1: C1CCC(C1)C(CC#N)N2C=C(C=N2)C3=C4C=CNC4=NC=N3. Drug 2: CNC(=O)C1=NC=CC(=C1)OC2=CC=C(C=C2)NC(=O)NC3=CC(=C(C=C3)Cl)C(F)(F)F. Cell line: MOLT-4. (3) Drug 1: CC=C1C(=O)NC(C(=O)OC2CC(=O)NC(C(=O)NC(CSSCCC=C2)C(=O)N1)C(C)C)C(C)C. Drug 2: C1=CC=C(C(=C1)C(C2=CC=C(C=C2)Cl)C(Cl)Cl)Cl. Cell line: CCRF-CEM. Synergy scores: CSS=5.39, Synergy_ZIP=1.72, Synergy_Bliss=0.703, Synergy_Loewe=-36.2, Synergy_HSA=-2.19. (4) Drug 1: C1=CC(=CC=C1CCC2=CNC3=C2C(=O)NC(=N3)N)C(=O)NC(CCC(=O)O)C(=O)O. Drug 2: CC1=CC=C(C=C1)C2=CC(=NN2C3=CC=C(C=C3)S(=O)(=O)N)C(F)(F)F. Cell line: LOX IMVI. Synergy scores: CSS=38.4, Synergy_ZIP=0.125, Synergy_Bliss=-3.78, Synergy_Loewe=-28.3, Synergy_HSA=-3.64. (5) Drug 1: C1CCC(C1)C(CC#N)N2C=C(C=N2)C3=C4C=CNC4=NC=N3. Drug 2: CC=C1C(=O)NC(C(=O)OC2CC(=O)NC(C(=O)NC(CSSCCC=C2)C(=O)N1)C(C)C)C(C)C. Cell line: SF-268. Synergy scores: CSS=51.9, Synergy_ZIP=0.738, Synergy_Bliss=-0.0863, Synergy_Loewe=-68.6, Synergy_HSA=-2.93. (6) Drug 1: CC1C(C(CC(O1)OC2CC(OC(C2O)C)OC3=CC4=CC5=C(C(=O)C(C(C5)C(C(=O)C(C(C)O)O)OC)OC6CC(C(C(O6)C)O)OC7CC(C(C(O7)C)O)OC8CC(C(C(O8)C)O)(C)O)C(=C4C(=C3C)O)O)O)O. Drug 2: C1=NC2=C(N1)C(=S)N=CN2. Cell line: SF-539. Synergy scores: CSS=49.5, Synergy_ZIP=-5.88, Synergy_Bliss=-8.72, Synergy_Loewe=-8.13, Synergy_HSA=-4.45.